Regression. Given a peptide amino acid sequence and an MHC pseudo amino acid sequence, predict their binding affinity value. This is MHC class II binding data. From a dataset of Peptide-MHC class II binding affinity with 134,281 pairs from IEDB. The peptide sequence is VRKDISEWQPSKGWN. The MHC is DRB1_0901 with pseudo-sequence DRB1_0901. The binding affinity (normalized) is 0.431.